This data is from Experimentally validated miRNA-target interactions with 360,000+ pairs, plus equal number of negative samples. The task is: Binary Classification. Given a miRNA mature sequence and a target amino acid sequence, predict their likelihood of interaction. (1) The miRNA is hsa-miR-127-3p with sequence UCGGAUCCGUCUGAGCUUGGCU. The protein sequence of the target gene is MAGLAARLVLLAGAAALASGSQGDREPVYRDCVLQCEEQNCSGGALNHFRSRQPIYMSLAGWTCRDDCKYECMWVTVGLYLQEGHKVPQFHGKWPFSRFLFFQEPASAVASFLNGLASLVMLCRYRTFVPASSPMYHTCVAFAWVSLNAWFWSTVFHTRDTDLTEKMDYFCASTVILHSIYLCCVRTVGLQHPAVVSAFRALLLLMLTVHVSYLSLIRFDYGYNLVANVAIGLVNVVWWLAWCLWNQRRLPHVRKCVVVVLLLQGLSLLELLDFPPLFWVLDAHAIWHISTIPVHVLFFS.... Result: 0 (no interaction). (2) The miRNA is mmu-miR-328-3p with sequence CUGGCCCUCUCUGCCCUUCCGU. The protein sequence of the target gene is MLTRNPKTKSSLQILQDSVKWHHMAHKVNSLLDAYSGLLSNESMILAVNSSFVDPLLQFESQLKIIESSFGMLVVMPSLDKVKEMGSSYEYIEDMENLYHNILNIYENILTSLVSKDLYKLQILKEMLVWMSKDSSYLQERIMVIINKVLRFTVTKVRKYISVDAPCLGLLAAELSLLCSHEDPSIVKQASLGMCHLLYIARCQNDIGTNKPTNGKSHSLQFPSSDVEFLPKEFQQDESKIAQRVGQTLLPPLLTDFVQSLLMKLSSPDDKIASDAASILIFTLEFHAEKVTMVSKIVDA.... Result: 0 (no interaction). (3) The miRNA is hsa-miR-484 with sequence UCAGGCUCAGUCCCCUCCCGAU. The protein sequence of the target gene is MSSSGLNSEKVAALIQKLNSDPQFVLAQNVGTTHDLLDICLKRATVQRAQHVFQHAVPQEGKPITNQKSSGRCWIFSCLNVMRLPFMKKLNIEEFEFSQSYLFFWDKVERCYFFLSAFVDTAQRKEPEDGRLVQFLLMNPANDGGQWDMLVNIVEKYGVIPKKCFPESYTTEATRRMNDILNHKMREFCIRLRNLVHSGATKGEISATQDVMMEEIFRVVCICLGNPPETFTWEYRDKDKNYQKIGPITPLEFYREHVKPLFNMEDKICLVNDPRPQHKYNKLYTVEYLSNMVGGRKTLY.... Result: 1 (interaction). (4) The miRNA is hsa-miR-873-3p with sequence GGAGACUGAUGAGUUCCCGGGA. Result: 1 (interaction). The protein sequence of the target gene is MDEESLDGLLFKDHDFSSDLLRQLNSLRQSRILTDVSICAGAREIPCHRNVLASSSPYFRAMFCSSFREKSEAKVQLKGIDPPTLDQIVSYVYTGEAHIATDNVLPVMEAASMLQFPKLFEACSSYLQSQLAPSNCLGMIRLSEILSCETLKKKAREVALTSFPEVAASADLKELCALELRDYLGDDGLCGEEEKVFEALMVWIKHDLQARKRYMQELFKQVRLQYIHPAFFHHFIANDALLQSSPACQIILETAKRQMFSLCGTTVPDCKLLLHVPPRNSYQDFLILLGGRKDSQQTTR.... (5) Result: 1 (interaction). The miRNA is hsa-miR-30e-3p with sequence CUUUCAGUCGGAUGUUUACAGC. The protein sequence of the target gene is MEDSASASLSSAAATGTSTSTPAAPTARKQLDKEQVRKAVDALLTHCKSRKNNYGLLLNENESLFLMVVLWKIPSKELRVRLTLPHSIRSDSEDICLFTKDEPNSTPEKTEQFYRKLLNKHGIKTVSQIISLQTLKKEYKSYEAKLRLLSSFDFFLTDARIRRLLPSLIGRHFYQRKKVPVSVNLLSKNLSREINDCIGGTVLNISKSGSCSAIRIGHVGMQIEHIIENIVAVTKGLSEKLPEKWESVKLLFVKTEKSAALPIFSSFVSNWDEATKRSLLNKKKKEARRKRRERNFEKQK.... (6) The miRNA is hsa-miR-193b-3p with sequence AACUGGCCCUCAAAGUCCCGCU. The protein sequence of the target gene is MEDVEARFAHLLQPIRDLTKNWEVDVAAQLGEYLEELDQICISFDEGKTTMNFIEAALLIQGSACVYSKKVEYLYSLVYQALDFISGKRRAKQLSSVQEDRANGVASSGVPQEAENEFLSLDDFPDSRTNVDLKNDQTPSEVLIIPLLPMALVAPDEMEKNNNPLYSRQGEVLASRKDFRMNTCVPHPRGAFMLEPEGMSPMEPAGVSPMPGTQKDTGRTEEQPMEVSVCRSPVPALGFSQEPGPSPEGPMPLGGGEDEDAEEAVELPEASAPKAALEPKESRSPQQSAALPRRYMLRER.... Result: 1 (interaction).